Task: Predict which catalyst facilitates the given reaction.. Dataset: Catalyst prediction with 721,799 reactions and 888 catalyst types from USPTO (1) Reactant: [NH2:1][C:2]1[CH:3]=[C:4]([C@H:8]([NH:10][C:11]2[C:20]3[C:15](=[C:16]([C:21]([NH2:23])=[O:22])[CH:17]=[CH:18][CH:19]=3)[N:14]=[CH:13][N:12]=2)[CH3:9])[CH:5]=[CH:6][CH:7]=1.[F:24][C:25]1[CH:26]=[C:27]([CH:31]=[CH:32][C:33]=1[O:34][CH3:35])[C:28](Cl)=[O:29].O. Product: [F:24][C:25]1[CH:26]=[C:27]([CH:31]=[CH:32][C:33]=1[O:34][CH3:35])[C:28]([NH:1][C:2]1[CH:3]=[C:4]([C@H:8]([NH:10][C:11]2[C:20]3[C:15](=[C:16]([C:21]([NH2:23])=[O:22])[CH:17]=[CH:18][CH:19]=3)[N:14]=[CH:13][N:12]=2)[CH3:9])[CH:5]=[CH:6][CH:7]=1)=[O:29]. The catalyst class is: 17. (2) Reactant: [N+:1]([C:4]1[CH:10]=[CH:9][C:7]([NH2:8])=[CH:6][CH:5]=1)([O-:3])=[O:2].CN1CCOCC1.[C:18](Cl)(=[O:22])[CH2:19][CH2:20][CH3:21]. Product: [N+:1]([C:4]1[CH:10]=[CH:9][C:7]([NH:8][C:18](=[O:22])[CH2:19][CH2:20][CH3:21])=[CH:6][CH:5]=1)([O-:3])=[O:2]. The catalyst class is: 2. (3) Reactant: [CH3:1][C@H:2]1[CH2:7][CH2:6][NH:5][CH2:4][C@@H:3]1[C:8]([O:10][CH3:11])=[O:9].[Cl:12][C:13]1[CH:18]=[CH:17][C:16]([C:19]2([C:23](O)=[O:24])[CH2:22][CH2:21][CH2:20]2)=[CH:15][CH:14]=1.F[P-](F)(F)(F)(F)F.Br[P+](N1CCCC1)(N1CCCC1)N1CCCC1. Product: [Cl:12][C:13]1[CH:14]=[CH:15][C:16]([C:19]2([C:23]([N:5]3[CH2:6][CH2:7][C@H:2]([CH3:1])[C@@H:3]([C:8]([O:10][CH3:11])=[O:9])[CH2:4]3)=[O:24])[CH2:22][CH2:21][CH2:20]2)=[CH:17][CH:18]=1. The catalyst class is: 2. (4) Reactant: [CH3:1][C:2]1([CH3:11])[NH:8][C:7]([CH3:10])([CH3:9])[CH2:6][C:4](=[O:5])[CH2:3]1.[NH2:12][C:13]([CH3:18])([CH2:16]O)[CH2:14][OH:15].O. Product: [CH3:16][C:13]1([CH2:14][OH:15])[NH:12][C:4]2([CH2:3][C:2]([CH3:11])([CH3:1])[NH:8][C:7]([CH3:10])([CH3:9])[CH2:6]2)[O:5][CH2:18]1. The catalyst class is: 113. (5) Reactant: [Cl:1][C:2]1[CH:3]=[CH:4][C:5]([C:12]2[C:13]([CH3:19])=[N:14][O:15][C:16]=2[CH:17]=O)=[C:6]([CH:11]=1)[C:7]([O:9][CH3:10])=[O:8].[CH3:20][C:21]([S@@:24]([NH2:26])=[O:25])([CH3:23])[CH3:22].[Na+].[Cl-]. Product: [C:21]([S@@:24](/[N:26]=[CH:17]/[C:16]1[O:15][N:14]=[C:13]([CH3:19])[C:12]=1[C:5]1[CH:4]=[CH:3][C:2]([Cl:1])=[CH:11][C:6]=1[C:7]([O:9][CH3:10])=[O:8])=[O:25])([CH3:23])([CH3:22])[CH3:20]. The catalyst class is: 2. (6) The catalyst class is: 3. Reactant: [NH2:1][CH2:2][CH2:3][CH2:4][CH2:5][CH2:6][CH2:7][N:8]1[CH:12]=[C:11]([C:13]2[N:18]=[C:17]([C:19]([NH:21][C:22]3[C:23]([C:33]([O-:35])=O)=[N:24][N:25]([CH:27]4[CH2:32][CH2:31][O:30][CH2:29][CH2:28]4)[CH:26]=3)=[O:20])[CH:16]=[CH:15][CH:14]=2)[CH:10]=[N:9]1.[Li+].F[P-](F)(F)(F)(F)F.N1(O[P+](N(C)C)(N(C)C)N(C)C)C2C=CC=CC=2N=N1.C(N(C(C)C)C(C)C)C. Product: [O:30]1[CH2:31][CH2:32][CH:27]([N:25]2[CH:26]=[C:22]3[C:23]([C:33](=[O:35])[NH:1][CH2:2][CH2:3][CH2:4][CH2:5][CH2:6][CH2:7][N:8]4[CH:12]=[C:11]([C:13]5[N:18]=[C:17]([C:19](=[O:20])[NH:21]3)[CH:16]=[CH:15][CH:14]=5)[CH:10]=[N:9]4)=[N:24]2)[CH2:28][CH2:29]1. (7) Reactant: C(OC([N:8]1[CH2:13][CH2:12][CH:11]([C:14]#[C:15][C:16]2[CH:17]=[C:18]3[C:23](=[CH:24][CH:25]=2)[N:22]=[CH:21][N:20]=[C:19]3Cl)[CH2:10][CH2:9]1)=O)(C)(C)C.Cl.[CH3:28][O:29][C:30]1[CH:31]=[C:32]([CH:34]=[CH:35][C:36]=1[O:37][C:38]1[CH:43]=[CH:42][CH:41]=[CH:40][CH:39]=1)[NH2:33].C(Cl)CCl.CCOC(C)=O. Product: [CH3:28][O:29][C:30]1[CH:31]=[C:32]([NH:33][C:19]2[C:18]3[C:23](=[CH:24][CH:25]=[C:16]([C:15]#[C:14][CH:11]4[CH2:10][CH2:9][NH:8][CH2:13][CH2:12]4)[CH:17]=3)[N:22]=[CH:21][N:20]=2)[CH:34]=[CH:35][C:36]=1[O:37][C:38]1[CH:43]=[CH:42][CH:41]=[CH:40][CH:39]=1. The catalyst class is: 240.